Dataset: Catalyst prediction with 721,799 reactions and 888 catalyst types from USPTO. Task: Predict which catalyst facilitates the given reaction. (1) Reactant: [CH3:1][O:2][C:3]1[CH:8]=[CH:7][C:6]([CH:9]2[CH2:13][CH2:12][C:11](=[O:14])[CH2:10]2)=[CH:5][CH:4]=1.[BH4-].[Na+]. Product: [CH3:1][O:2][C:3]1[CH:4]=[CH:5][C:6]([CH:9]2[CH2:13][CH2:12][CH:11]([OH:14])[CH2:10]2)=[CH:7][CH:8]=1. The catalyst class is: 5. (2) Reactant: [Cl:1][C:2]1[N:7]=[CH:6][C:5]([C:8](Cl)=[O:9])=[CH:4][CH:3]=1.[NH2:11][C:12]1[CH:13]=[CH:14][C:15]([CH3:31])=[C:16]([NH:18][C:19]([C:21]2[CH:22]=[C:23]3[C:28](=[CH:29][CH:30]=2)[N:27]=[CH:26][CH:25]=[CH:24]3)=[O:20])[CH:17]=1. Product: [Cl:1][C:2]1[N:7]=[CH:6][C:5]([C:8]([NH:11][C:12]2[CH:13]=[CH:14][C:15]([CH3:31])=[C:16]([NH:18][C:19]([C:21]3[CH:22]=[C:23]4[C:28](=[CH:29][CH:30]=3)[N:27]=[CH:26][CH:25]=[CH:24]4)=[O:20])[CH:17]=2)=[O:9])=[CH:4][CH:3]=1. The catalyst class is: 66.